From a dataset of Catalyst prediction with 721,799 reactions and 888 catalyst types from USPTO. Predict which catalyst facilitates the given reaction. (1) Reactant: [Li]CCCC.[F:6][C:7]([F:20])([F:19])[C:8]1[CH:9]=[C:10]([CH:12]=[C:13]([C:15]([F:18])([F:17])[F:16])[CH:14]=1)[NH2:11].C[O:22][C:23]([C:25]1([CH:39]2[CH2:42][CH2:41][CH2:40]2)[CH2:29][C:28](=[O:30])[N:27]([C:31]2[C:36]([CH3:37])=[CH:35][CH:34]=[CH:33][C:32]=2[CH3:38])[CH2:26]1)=O.[NH4+].[Cl-]. Product: [F:6][C:7]([F:19])([F:20])[C:8]1[CH:9]=[C:10]([NH:11][C:23]([C:25]2([CH:39]3[CH2:40][CH2:41][CH2:42]3)[CH2:29][C:28](=[O:30])[N:27]([C:31]3[C:36]([CH3:37])=[CH:35][CH:34]=[CH:33][C:32]=3[CH3:38])[CH2:26]2)=[O:22])[CH:12]=[C:13]([C:15]([F:16])([F:17])[F:18])[CH:14]=1. The catalyst class is: 1. (2) Reactant: Br.[N+:2]([C:5]1[CH:23]=[CH:22][C:8]2[N:9]3[CH:14]=[C:13]([C:15]4[CH:20]=[CH:19][C:18]([CH3:21])=[CH:17][CH:16]=4)[N:12]=[C:10]3[S:11][C:7]=2[CH:6]=1)([O-])=O.S(S([O-])=O)([O-])=O.[Na+].[Na+].Br. Product: [C:18]1([CH3:21])[CH:17]=[CH:16][C:15]([C:13]2[N:12]=[C:10]3[N:9]([CH:14]=2)[C:8]2[CH:22]=[CH:23][C:5]([NH2:2])=[CH:6][C:7]=2[S:11]3)=[CH:20][CH:19]=1. The catalyst class is: 6. (3) Reactant: [NH2:1][C:2]1[CH:3]=[CH:4][C:5]([O:8][C:9]2[CH:18]=[CH:17][C:12]([C:13]([O:15][CH3:16])=[O:14])=[CH:11][C:10]=2[F:19])=[N:6][CH:7]=1.[F:20][C:21]([F:31])([F:30])[C:22]1[CH:29]=[CH:28][C:25]([CH:26]=O)=[CH:24][CH:23]=1. Product: [F:19][C:10]1[CH:11]=[C:12]([CH:17]=[CH:18][C:9]=1[O:8][C:5]1[CH:4]=[CH:3][C:2]([N:1]=[CH:26][C:25]2[CH:24]=[CH:23][C:22]([C:21]([F:20])([F:30])[F:31])=[CH:29][CH:28]=2)=[CH:7][N:6]=1)[C:13]([O:15][CH3:16])=[O:14]. The catalyst class is: 5. (4) Reactant: [CH3:1][O:2][C:3](=[O:26])[CH2:4][C:5]1[CH:9]=[CH:8][S:7][C:6]=1[C:10]1[CH:15]=[CH:14][C:13]([C:16]2[S:17][CH:18]=[CH:19][C:20]=2[CH2:21][C:22]([O:24][CH3:25])=[O:23])=[CH:12][CH:11]=1.C(O)(=O)C.C1C(=O)N([Br:38])C(=O)C1. Product: [Br:38][C:18]1[S:17][C:16]([C:13]2[CH:14]=[CH:15][C:10]([C:6]3[S:7][CH:8]=[CH:9][C:5]=3[CH2:4][C:3]([O:2][CH3:1])=[O:26])=[CH:11][CH:12]=2)=[C:20]([CH2:21][C:22]([O:24][CH3:25])=[O:23])[CH:19]=1. The catalyst class is: 373. (5) Reactant: [CH:1]12[O:7][CH:6]1[CH2:5][CH2:4][CH2:3][CH2:2]2.[N-:8]=[N+:9]=[N-:10].[Na+]. Product: [N:8]([CH:6]1[CH2:5][CH2:4][CH2:3][CH2:2][CH:1]1[OH:7])=[N+:9]=[N-:10]. The catalyst class is: 95. (6) Reactant: [C:1]([C:4]1[CH:5]=[N:6][CH:7]=[CH:8][CH:9]=1)(=O)[CH3:2].Cl.[F:11][C:12]1[CH:17]=[CH:16][C:15]([NH:18][NH2:19])=[CH:14][CH:13]=1.Cl. Product: [F:11][C:12]1[CH:17]=[CH:16][C:15]([NH:18]/[N:19]=[C:1](\[C:4]2[CH:5]=[N:6][CH:7]=[CH:8][CH:9]=2)/[CH3:2])=[CH:14][CH:13]=1. The catalyst class is: 8. (7) Reactant: [NH:1]1[CH2:6][CH2:5][O:4][CH2:3][CH2:2]1.[C:7]([N:15]=[C:16]=[S:17])(=[O:14])[C:8]1[CH:13]=[CH:12][CH:11]=[CH:10][CH:9]=1. Product: [N:1]1([C:16]([NH:15][C:7](=[O:14])[C:8]2[CH:9]=[CH:10][CH:11]=[CH:12][CH:13]=2)=[S:17])[CH2:6][CH2:5][O:4][CH2:3][CH2:2]1. The catalyst class is: 21.